This data is from Catalyst prediction with 721,799 reactions and 888 catalyst types from USPTO. The task is: Predict which catalyst facilitates the given reaction. (1) Reactant: [C:1]1([CH3:27])[CH:6]=[CH:5][C:4]([S:7]([N:10]2[C:14]3=[N:15][CH:16]=[CH:17][C:18]([C:19]4[CH:20]=[C:21]([CH2:25]O)[CH:22]=[CH:23][CH:24]=4)=[C:13]3[CH:12]=[CH:11]2)(=[O:9])=[O:8])=[CH:3][CH:2]=1.S(Cl)([Cl:30])=O. Product: [Cl:30][CH2:25][C:21]1[CH:20]=[C:19]([C:18]2[CH:17]=[CH:16][N:15]=[C:14]3[N:10]([S:7]([C:4]4[CH:5]=[CH:6][C:1]([CH3:27])=[CH:2][CH:3]=4)(=[O:9])=[O:8])[CH:11]=[CH:12][C:13]=23)[CH:24]=[CH:23][CH:22]=1. The catalyst class is: 4. (2) Reactant: [NH2:1][C:2]1[N:10]=[C:9]2[C:5]([N:6]=[CH:7][N:8]2[C@H:11]2[C@H:15]([OH:16])[C@H:14]([OH:17])[C@@H:13]([CH2:18][OH:19])[O:12]2)=[C:4](Cl)[N:3]=1.[CH:21]1([NH2:26])[CH2:25][CH2:24][CH2:23][CH2:22]1.CN(C)C. Product: [NH2:1][C:2]1[N:10]=[C:9]2[C:5]([N:6]=[CH:7][N:8]2[C@H:11]2[C@H:15]([OH:16])[C@H:14]([OH:17])[C@@H:13]([CH2:18][OH:19])[O:12]2)=[C:4]([NH:26][CH:21]2[CH2:25][CH2:24][CH2:23][CH2:22]2)[N:3]=1. The catalyst class is: 8. (3) The catalyst class is: 66. Product: [CH3:1][C:2]1[C:6]2[CH:7]=[C:8]([OH:11])[CH:9]=[CH:10][C:5]=2[N:4]([CH2:12][C:13]2[CH:14]=[CH:15][C:16]([O:19][CH2:20][CH2:21][N:22]3[CH2:23][CH2:24][CH2:25][CH2:26][CH2:27][CH2:28]3)=[CH:17][CH:18]=2)[C:3]=1[C:29]1[CH:34]=[CH:33][C:32]([OH:35])=[CH:31][CH:30]=1. Reactant: [CH3:1][C:2]1[C:6]2[CH:7]=[C:8]([OH:11])[CH:9]=[CH:10][C:5]=2[N:4]([CH2:12][C:13]2[CH:18]=[CH:17][C:16]([O:19][CH2:20][CH2:21][N:22]3[CH2:28][CH2:27][CH2:26][CH2:25][CH2:24][CH2:23]3)=[CH:15][CH:14]=2)[C:3]=1[C:29]1[CH:34]=[CH:33][C:32]([OH:35])=[CH:31][CH:30]=1.Cl.ClCCl.O. (4) Reactant: [Br:1][CH2:2][C:3]([C:5]1[C:14]2[C:9](=[CH:10][CH:11]=[CH:12][CH:13]=2)[CH:8]=[CH:7][CH:6]=1)=O.[NH:15]1[CH2:19][CH2:18][NH:17][C:16]1=[S:20].CC(O)=O. Product: [BrH:1].[C:5]1([C:3]2[N:17]3[CH2:18][CH2:19][N:15]=[C:16]3[S:20][CH:2]=2)[C:14]2[C:9](=[CH:10][CH:11]=[CH:12][CH:13]=2)[CH:8]=[CH:7][CH:6]=1. The catalyst class is: 14. (5) Reactant: [CH3:1][O:2][C:3]1[CH:4]=[C:5]2[C:10](=[CH:11][C:12]=1[O:13][CH3:14])[N:9]=[CH:8][N:7]=[C:6]2[CH:15]1[CH2:20][CH2:19][NH:18][CH2:17][CH2:16]1.[N:21]([C:24]1[CH:29]=[CH:28][C:27]([CH3:30])=[CH:26][CH:25]=1)=[C:22]=[O:23]. Product: [C:27]1([CH3:30])[CH:28]=[CH:29][C:24]([NH:21][C:22]([N:18]2[CH2:19][CH2:20][CH:15]([C:6]3[C:5]4[C:10](=[CH:11][C:12]([O:13][CH3:14])=[C:3]([O:2][CH3:1])[CH:4]=4)[N:9]=[CH:8][N:7]=3)[CH2:16][CH2:17]2)=[O:23])=[CH:25][CH:26]=1. The catalyst class is: 3. (6) Reactant: C(=O)([O-])O.[Na+].[OH:6][CH2:7][CH2:8][CH2:9][N:10]1[CH2:15][CH2:14][NH:13][C@@H:12]([CH3:16])[C:11]1=[O:17].Cl[C:19]([O:21][CH2:22][C:23]1[CH:28]=[CH:27][CH:26]=[CH:25][CH:24]=1)=[O:20]. Product: [CH2:22]([O:21][C:19]([N:13]1[CH2:14][CH2:15][N:10]([CH2:9][CH2:8][CH2:7][OH:6])[C:11](=[O:17])[C@@H:12]1[CH3:16])=[O:20])[C:23]1[CH:28]=[CH:27][CH:26]=[CH:25][CH:24]=1. The catalyst class is: 95.